This data is from CYP2C19 inhibition data for predicting drug metabolism from PubChem BioAssay. The task is: Regression/Classification. Given a drug SMILES string, predict its absorption, distribution, metabolism, or excretion properties. Task type varies by dataset: regression for continuous measurements (e.g., permeability, clearance, half-life) or binary classification for categorical outcomes (e.g., BBB penetration, CYP inhibition). Dataset: cyp2c19_veith. The compound is O=C(Nc1ccccc1)N1CC[C@@]2(CCCN(C(=O)c3cnccn3)C2)C1. The result is 0 (non-inhibitor).